This data is from Reaction yield outcomes from USPTO patents with 853,638 reactions. The task is: Predict the reaction yield, written as a fraction of the theoretical maximum amount of product (1.0 means a 100% yield; for example, 0.34 means a 34% yield). (1) The reactants are [CH2:1]([NH:8][CH2:9][C@@H:10]1[CH2:14][C@@H:13]([S:15]CC2C=CC(OC)=CC=2)[CH2:12][N:11]1[S:25]([CH3:28])(=[O:27])=[O:26])[C:2]1[CH:7]=[CH:6][CH:5]=[CH:4][CH:3]=1.C([SiH](CC)CC)C.[C:36]([OH:42])([C:38]([F:41])([F:40])[F:39])=[O:37]. No catalyst specified. The product is [F:39][C:38]([F:41])([F:40])[C:36]([OH:42])=[O:37].[CH2:1]([NH:8][CH2:9][C@H:10]1[N:11]([S:25]([CH3:28])(=[O:27])=[O:26])[CH2:12][C@H:13]([SH:15])[CH2:14]1)[C:2]1[CH:7]=[CH:6][CH:5]=[CH:4][CH:3]=1. The yield is 0.910. (2) The reactants are [OH-].[Na+].[S:3]1[C:7]([C@@H:8]2[CH2:10][C@H:9]2[C:11]([O:13]CC)=[O:12])=[CH:6][N:5]=[CH:4]1. The catalyst is CO. The product is [S:3]1[C:7]([C@@H:8]2[CH2:10][C@H:9]2[C:11]([OH:13])=[O:12])=[CH:6][N:5]=[CH:4]1. The yield is 0.583. (3) The reactants are [NH2:1][C:2]1[CH:7]=[CH:6][C:5]([CH:8]2[C:17]([CH3:19])([CH3:18])[CH2:16][C:15]3[C:10](=[CH:11][CH:12]=[C:13]([C:20]([OH:22])=[O:21])[CH:14]=3)[NH:9]2)=[CH:4][CH:3]=1.[C:23]1([S:29](Cl)(=[O:31])=[O:30])[CH:28]=[CH:27][CH:26]=[CH:25][CH:24]=1. The catalyst is N1C=CC=CC=1. The product is [CH3:19][C:17]1([CH3:18])[CH2:16][C:15]2[C:10](=[CH:11][CH:12]=[C:13]([C:20]([OH:22])=[O:21])[CH:14]=2)[NH:9][CH:8]1[C:5]1[CH:4]=[CH:3][C:2]([NH:1][S:29]([C:23]2[CH:28]=[CH:27][CH:26]=[CH:25][CH:24]=2)(=[O:31])=[O:30])=[CH:7][CH:6]=1. The yield is 0.650. (4) The yield is 0.750. The product is [NH2:16][C:4]([CH2:3][CH:2]([CH3:11])[CH3:1])=[CH:5][C:6]([O:8][CH3:9])=[O:7]. The reactants are [CH3:1][CH:2]([CH3:11])[CH2:3][C:4](=O)[CH2:5][C:6]([O:8][CH3:9])=[O:7].C([O-])(=O)C.[NH4+:16].C(O)(=O)C. The catalyst is C1(C)C=CC=CC=1. (5) The reactants are [C:1]([C:3]1[CH:12]=[CH:11][C:10]2[C:5](=[CH:6][CH:7]=[C:8]([C:13]([NH:15][C:16]3[C:21]([CH3:22])=[CH:20][C:19]([C:23]([F:35])([C:28]([F:34])([F:33])[C:29]([F:32])([F:31])[F:30])[C:24]([F:27])([F:26])[F:25])=[CH:18][C:17]=3[CH2:36][CH3:37])=[O:14])[CH:9]=2)[N:4]=1)#[N:2].NC(N)=[O:40].OO.FC(F)(F)C(OC(=O)C(F)(F)F)=O. The catalyst is ClCCl. The product is [C:1]([C:3]1[CH:12]=[CH:11][C:10]2[C:5](=[CH:6][CH:7]=[C:8]([C:13]([NH:15][C:16]3[C:21]([CH3:22])=[CH:20][C:19]([C:23]([F:35])([C:28]([F:34])([F:33])[C:29]([F:30])([F:31])[F:32])[C:24]([F:25])([F:26])[F:27])=[CH:18][C:17]=3[CH2:36][CH3:37])=[O:14])[CH:9]=2)[N+:4]=1[O-:40])#[N:2]. The yield is 0.810. (6) The reactants are [H-].[Na+].[CH:3]([O:6][C:7]([N:9]1[C:18]2[C:13](=[CH:14][C:15]([C:19]([F:22])([F:21])[F:20])=[CH:16][CH:17]=2)[C@@H:12]([NH:23][CH2:24][C:25]2[CH:30]=[C:29]([C:31]([F:34])([F:33])[F:32])[CH:28]=[C:27]([C:35]([F:38])([F:37])[F:36])[CH:26]=2)[CH2:11][C@H:10]1[CH2:39][CH3:40])=[O:8])([CH3:5])[CH3:4].[CH3:41][N:42](C)C=O.N#CBr. The catalyst is CS(C)=O.C(OCC)(=O)C.O. The product is [CH:3]([O:6][C:7]([N:9]1[C:18]2[C:13](=[CH:14][C:15]([C:19]([F:20])([F:21])[F:22])=[CH:16][CH:17]=2)[C@@H:12]([N:23]([CH2:24][C:25]2[CH:26]=[C:27]([C:35]([F:38])([F:36])[F:37])[CH:28]=[C:29]([C:31]([F:32])([F:33])[F:34])[CH:30]=2)[C:41]#[N:42])[CH2:11][C@H:10]1[CH2:39][CH3:40])=[O:8])([CH3:5])[CH3:4]. The yield is 0.720. (7) The yield is 0.750. The reactants are [F:1][C:2]([F:20])([F:19])[C:3]1[CH:4]=[C:5]([CH:12]=[C:13]([C:15]([F:18])([F:17])[F:16])[CH:14]=1)[CH2:6][NH:7]CC(O)=O.[Cl:21][C:22]1[CH:28]=[CH:27][C:25]([NH2:26])=[CH:24][CH:23]=1.[OH2:29].[OH:30]N1C2C=CC=CC=2N=N1.C(N(CC)C(C)C)(C)C.[O:49]1CC[CH2:51][CH2:50]1. The catalyst is CCOC(C)=O. The product is [Cl:21][C:22]1[CH:28]=[CH:27][C:25]([NH:26][C:50](=[O:49])[CH2:51][O:29][NH:7][C:6](=[O:30])[C:5]2[CH:12]=[C:13]([C:15]([F:16])([F:17])[F:18])[CH:14]=[C:3]([C:2]([F:1])([F:19])[F:20])[CH:4]=2)=[CH:24][CH:23]=1.